From a dataset of Forward reaction prediction with 1.9M reactions from USPTO patents (1976-2016). Predict the product of the given reaction. (1) Given the reactants [NH2:1][C@@H:2]([CH2:10][CH3:11])[C:3]([C:5]1[O:6][CH:7]=[CH:8][N:9]=1)=[O:4].Cl.[OH:13][C@@H:14]([C@@H:23]([CH2:27][CH2:28][CH2:29][C:30]1[CH:35]=[CH:34][CH:33]=[CH:32][CH:31]=1)[C:24](O)=[O:25])[C:15]([N:17]1[CH2:22][CH2:21][O:20][CH2:19][CH2:18]1)=[O:16], predict the reaction product. The product is: [O:6]1[CH:7]=[CH:8][N:9]=[C:5]1[C:3]([C@@H:2]([NH:1][C:24](=[O:25])[C@@H:23]([C@H:14]([OH:13])[C:15]([N:17]1[CH2:18][CH2:19][O:20][CH2:21][CH2:22]1)=[O:16])[CH2:27][CH2:28][CH2:29][C:30]1[CH:31]=[CH:32][CH:33]=[CH:34][CH:35]=1)[CH2:10][CH3:11])=[O:4]. (2) Given the reactants C[OH:2].O.C(OC(O[C:10]1[CH:17]=[CH:16][C:13]([CH:14]=[CH2:15])=[CH:12][CH:11]=1)C)C, predict the reaction product. The product is: [OH:2][CH:15]=[CH:14][C:13]1[CH:16]=[CH:17][CH:10]=[CH:11][CH:12]=1. (3) Given the reactants [CH:1]([Si:4]([CH:9]([CH3:11])[CH3:10])([CH:6]([CH3:8])[CH3:7])[SH:5])([CH3:3])[CH3:2].O1CCOCC1.[H-].[Li+].Br[C:21]1[CH:26]=[C:25]([O:27][CH3:28])[CH:24]=[C:23]([O:29][CH3:30])[CH:22]=1, predict the reaction product. The product is: [CH3:28][O:27][C:25]1[CH:26]=[C:21]([S:5][Si:4]([CH:1]([CH3:3])[CH3:2])([CH:6]([CH3:8])[CH3:7])[CH:9]([CH3:11])[CH3:10])[CH:22]=[C:23]([O:29][CH3:30])[CH:24]=1. (4) Given the reactants [C:1]([C:4]1[CH:5]=[C:6]([Cl:22])[C:7]([CH3:21])=[C:8]([C:18]([NH2:20])=[O:19])[C:9]=1[C:10]1[CH:15]=[C:14]([F:16])[CH:13]=[C:12]([F:17])[CH:11]=1)(=O)[CH3:2].C([O-])(=O)C.[NH4+].C([BH3-])#[N:29].[Na+], predict the reaction product. The product is: [NH2:29][CH:1]([C:4]1[CH:5]=[C:6]([Cl:22])[C:7]([CH3:21])=[C:8]([C:18]([NH2:20])=[O:19])[C:9]=1[C:10]1[CH:15]=[C:14]([F:16])[CH:13]=[C:12]([F:17])[CH:11]=1)[CH3:2]. (5) Given the reactants [Br:1][C:2]1[C:3]([CH:9]=[O:10])=[N:4][C:5]([Br:8])=[CH:6][CH:7]=1.[CH2:11](O)[CH2:12][OH:13].CC1C=CC(S(O)(=O)=O)=CC=1, predict the reaction product. The product is: [Br:1][C:2]1[C:3]([CH:9]2[O:13][CH2:12][CH2:11][O:10]2)=[N:4][C:5]([Br:8])=[CH:6][CH:7]=1. (6) Given the reactants [CH3:1][O:2][C:3]1[CH:8]=[CH:7][C:6]([C:9](=[O:19])[CH2:10][C:11]2[CH:16]=[CH:15][C:14]([O:17][CH3:18])=[CH:13][CH:12]=2)=[CH:5][CH:4]=1.CS(C)=[O:22], predict the reaction product. The product is: [CH3:18][O:17][C:14]1[CH:15]=[CH:16][C:11]([C:10](=[O:22])[C:9]([C:6]2[CH:5]=[CH:4][C:3]([O:2][CH3:1])=[CH:8][CH:7]=2)=[O:19])=[CH:12][CH:13]=1. (7) Given the reactants [NH2:1][C:2]1[CH:7]=[CH:6][C:5]([C:8]2[CH:9]=[C:10]3[N:15]([C:16](=[O:18])[CH:17]=2)[CH:14]=[C:13]([F:19])[CH:12]=[CH:11]3)=[CH:4][C:3]=1[OH:20].C(OC)(OC)OC.[C:28](O)([C:30](F)(F)F)=O, predict the reaction product. The product is: [F:19][C:13]1[CH:12]=[CH:11][C:10]2[N:15]([C:16](=[O:18])[CH:17]=[C:8]([C:5]3[CH:6]=[CH:7][C:2]4[N:1]=[C:28]([CH3:30])[O:20][C:3]=4[CH:4]=3)[CH:9]=2)[CH:14]=1. (8) Given the reactants [CH2:1]([O:4][C:5]([CH:7]1[C:12](=[O:13])[CH:11]([NH:14][C:15]([O:17][C:18]([CH3:21])([CH3:20])[CH3:19])=[O:16])[CH2:10][S:9][CH2:8]1)=[O:6])[CH:2]=[CH2:3].C([O-])([O-])=O.[K+].[K+].Br[CH2:29][C:30]1[CH:35]=[CH:34][C:33]([N+:36]([O-:38])=[O:37])=[C:32]([F:39])[CH:31]=1.N, predict the reaction product. The product is: [CH2:1]([O:4][C:5]([C:7]1([CH2:29][C:30]2[CH:35]=[CH:34][C:33]([N+:36]([O-:38])=[O:37])=[C:32]([F:39])[CH:31]=2)[C:12](=[O:13])[CH:11]([NH:14][C:15]([O:17][C:18]([CH3:21])([CH3:20])[CH3:19])=[O:16])[CH2:10][S:9][CH2:8]1)=[O:6])[CH:2]=[CH2:3]. (9) Given the reactants C[Si]([N-][Si](C)(C)C)(C)C.[Li+].[F:11][C:12]1[CH:17]=[C:16]([F:18])[CH:15]=[C:14]([F:19])[C:13]=1[CH2:20][C:21]([O:23][CH3:24])=[O:22].[C:25](Cl)(=[O:27])[CH3:26].O, predict the reaction product. The product is: [C:25]([CH:20]([C:13]1[C:12]([F:11])=[CH:17][C:16]([F:18])=[CH:15][C:14]=1[F:19])[C:21]([O:23][CH3:24])=[O:22])(=[O:27])[CH3:26].